This data is from Merck oncology drug combination screen with 23,052 pairs across 39 cell lines. The task is: Regression. Given two drug SMILES strings and cell line genomic features, predict the synergy score measuring deviation from expected non-interaction effect. (1) Drug 1: O=C(NOCC(O)CO)c1ccc(F)c(F)c1Nc1ccc(I)cc1F. Drug 2: COC1CC2CCC(C)C(O)(O2)C(=O)C(=O)N2CCCCC2C(=O)OC(C(C)CC2CCC(OP(C)(C)=O)C(OC)C2)CC(=O)C(C)C=C(C)C(O)C(OC)C(=O)C(C)CC(C)C=CC=CC=C1C. Cell line: NCIH460. Synergy scores: synergy=36.4. (2) Drug 1: NC1(c2ccc(-c3nc4ccn5c(=O)[nH]nc5c4cc3-c3ccccc3)cc2)CCC1. Drug 2: Cn1c(=O)n(-c2ccc(C(C)(C)C#N)cc2)c2c3cc(-c4cnc5ccccc5c4)ccc3ncc21. Cell line: A2058. Synergy scores: synergy=57.3. (3) Drug 1: Cn1c(=O)n(-c2ccc(C(C)(C)C#N)cc2)c2c3cc(-c4cnc5ccccc5c4)ccc3ncc21. Drug 2: CNC(=O)c1cc(Oc2ccc(NC(=O)Nc3ccc(Cl)c(C(F)(F)F)c3)cc2)ccn1. Cell line: OCUBM. Synergy scores: synergy=1.18. (4) Drug 1: COc1cc(C2c3cc4c(cc3C(OC3OC5COC(C)OC5C(O)C3O)C3COC(=O)C23)OCO4)cc(OC)c1O. Drug 2: CC(C)CC(NC(=O)C(Cc1ccccc1)NC(=O)c1cnccn1)B(O)O. Cell line: SKMEL30. Synergy scores: synergy=-0.548.